Dataset: NCI-60 drug combinations with 297,098 pairs across 59 cell lines. Task: Regression. Given two drug SMILES strings and cell line genomic features, predict the synergy score measuring deviation from expected non-interaction effect. Drug 1: CS(=O)(=O)C1=CC(=C(C=C1)C(=O)NC2=CC(=C(C=C2)Cl)C3=CC=CC=N3)Cl. Drug 2: B(C(CC(C)C)NC(=O)C(CC1=CC=CC=C1)NC(=O)C2=NC=CN=C2)(O)O. Cell line: HT29. Synergy scores: CSS=20.9, Synergy_ZIP=4.11, Synergy_Bliss=8.29, Synergy_Loewe=1.68, Synergy_HSA=4.21.